From a dataset of Reaction yield outcomes from USPTO patents with 853,638 reactions. Predict the reaction yield, written as a fraction of the theoretical maximum amount of product (1.0 means a 100% yield; for example, 0.34 means a 34% yield). (1) The reactants are [I:1][C:2]1[CH:7]=[CH:6][C:5]([N:8]2[CH2:13][CH2:12][NH:11][CH2:10][CH2:9]2)=[CH:4][CH:3]=1.CCN(C(C)C)C(C)C.Cl[CH2:24][CH2:25][OH:26]. The catalyst is CC#N.O.C([O-])(O)=O.[Na+]. The product is [I:1][C:2]1[CH:3]=[CH:4][C:5]([N:8]2[CH2:13][CH2:12][N:11]([CH2:24][CH2:25][OH:26])[CH2:10][CH2:9]2)=[CH:6][CH:7]=1. The yield is 0.810. (2) The reactants are B.C1CN[C@H](C(O)(C2C=CC=CC=2)C2C=CC=CC=2)C1.[N:21]1([CH2:28][CH2:29][O:30][C:31]2[CH:36]=[CH:35][C:34]([C:37]([C:39]3[C:48]4[C:43](=[CH:44][C:45]([OH:49])=[CH:46][CH:47]=4)[CH:42]=[CH:41][C:40]=3[C:50]3[C:55]([F:56])=[CH:54][C:53]([F:57])=[CH:52][C:51]=3[F:58])=[O:38])=[CH:33][CH:32]=2)[CH2:27][CH2:26][CH2:25][CH2:24][CH2:23][CH2:22]1.C(CN)O. The catalyst is C1COCC1.[Cl-].[Na+].O. The product is [N:21]1([CH2:28][CH2:29][O:30][C:31]2[CH:36]=[CH:35][C:34]([CH:37]([OH:38])[C:39]3[C:40]([C:50]4[C:55]([F:56])=[CH:54][C:53]([F:57])=[CH:52][C:51]=4[F:58])=[CH:41][CH:42]=[C:43]4[C:48]=3[CH:47]=[CH:46][C:45]([OH:49])=[CH:44]4)=[CH:33][CH:32]=2)[CH2:27][CH2:26][CH2:25][CH2:24][CH2:23][CH2:22]1. The yield is 0.880. (3) The reactants are [C:1]1([C:7]2[NH:11][CH:10]=[C:9]([CH:12]=[O:13])[CH:8]=2)[CH:6]=[CH:5][CH:4]=[CH:3][CH:2]=1.[H-].[Na+].C1OCCOCCOCCOCCOC1.Cl.[N:32]1[CH:37]=[CH:36][CH:35]=[C:34]([S:38](Cl)(=[O:40])=[O:39])[CH:33]=1. The catalyst is O1CCCC1.C(OCC)(=O)C. The product is [C:1]1([C:7]2[N:11]([S:38]([C:34]3[CH:33]=[N:32][CH:37]=[CH:36][CH:35]=3)(=[O:40])=[O:39])[CH:10]=[C:9]([CH:12]=[O:13])[CH:8]=2)[CH:6]=[CH:5][CH:4]=[CH:3][CH:2]=1. The yield is 0.750.